Dataset: Reaction yield outcomes from USPTO patents with 853,638 reactions. Task: Predict the reaction yield, written as a fraction of the theoretical maximum amount of product (1.0 means a 100% yield; for example, 0.34 means a 34% yield). (1) The reactants are [CH2:1]([O:3][C@H:4]1[CH2:9][CH2:8][C@H:7]([N:10]2[CH2:15][CH2:14][CH:13]([NH:16][C:17]3[CH:22]=[C:21]([CH3:23])[CH:20]=[CH:19][C:18]=3[N+:24]([O-])=O)[CH2:12][CH2:11]2)[CH2:6][CH2:5]1)[CH3:2].O.NN. The catalyst is C(O)C.[Ni]. The product is [NH2:24][C:18]1[CH:19]=[CH:20][C:21]([CH3:23])=[CH:22][C:17]=1[NH:16][CH:13]1[CH2:12][CH2:11][N:10]([C@H:7]2[CH2:8][CH2:9][C@H:4]([O:3][CH2:1][CH3:2])[CH2:5][CH2:6]2)[CH2:15][CH2:14]1. The yield is 1.00. (2) The reactants are [CH2:1]([O:8][C:9]1[CH:14]=[CH:13][C:12]([CH2:15][C:16](Cl)=[N:17][OH:18])=[CH:11][CH:10]=1)[C:2]1[CH:7]=[CH:6][CH:5]=[CH:4][CH:3]=1.O1CCCC1.[C:25]([C:27]1[CH:28]=[CH:29][C:30]([NH2:34])=[N:31][C:32]=1[CH3:33])#[CH:26].C(N(CC)CC)C. The catalyst is O. The product is [CH2:1]([O:8][C:9]1[CH:14]=[CH:13][C:12]([CH2:15][C:16]2[CH:26]=[C:25]([C:27]3[CH:28]=[CH:29][C:30]([NH2:34])=[N:31][C:32]=3[CH3:33])[O:18][N:17]=2)=[CH:11][CH:10]=1)[C:2]1[CH:7]=[CH:6][CH:5]=[CH:4][CH:3]=1. The yield is 0.570. (3) The reactants are [CH2:1]([C:5]1[NH:6][CH:7]=[CH:8][N:9]=1)[CH2:2][CH2:3][CH3:4].Br[CH2:11][CH2:12][N:13]1[C:17](=[O:18])[C:16]2=[CH:19][CH:20]=[CH:21][CH:22]=[C:15]2[C:14]1=[O:23].C(=O)([O-])[O-].[K+].[K+]. The catalyst is CN(C=O)C. The product is [CH2:1]([C:5]1[N:6]([CH2:11][CH2:12][N:13]2[C:14](=[O:23])[C:15]3[C:16](=[CH:19][CH:20]=[CH:21][CH:22]=3)[C:17]2=[O:18])[CH:7]=[CH:8][N:9]=1)[CH2:2][CH2:3][CH3:4]. The yield is 0.390. (4) The yield is 0.970. The reactants are Cl[CH2:2][CH2:3][NH:4][C:5]([NH:7][C:8]1[CH:9]=[N:10][N:11]([CH2:13][C:14]2[C:15]([CH3:20])=[N:16][O:17][C:18]=2[CH3:19])[CH:12]=1)=[O:6].[H-].[Na+]. The catalyst is CN(C=O)C. The product is [CH3:20][C:15]1[C:14]([CH2:13][N:11]2[CH:12]=[C:8]([N:7]3[CH2:2][CH2:3][NH:4][C:5]3=[O:6])[CH:9]=[N:10]2)=[C:18]([CH3:19])[O:17][N:16]=1.